Dataset: Forward reaction prediction with 1.9M reactions from USPTO patents (1976-2016). Task: Predict the product of the given reaction. (1) The product is: [F:11][C:7]1[CH:6]=[C:5]2[C:10]([C:2]([C:25]3[CH:24]=[N:23][N:22]([CH3:21])[CH:26]=3)=[CH:3][N:4]2[S:12]([C:15]2[CH:20]=[CH:19][CH:18]=[CH:17][CH:16]=2)(=[O:14])=[O:13])=[CH:9][CH:8]=1. Given the reactants Br[C:2]1[C:10]2[C:5](=[CH:6][C:7]([F:11])=[CH:8][CH:9]=2)[N:4]([S:12]([C:15]2[CH:20]=[CH:19][CH:18]=[CH:17][CH:16]=2)(=[O:14])=[O:13])[CH:3]=1.[CH3:21][N:22]1[CH:26]=[C:25](B2OC(C)(C)C(C)(C)O2)[CH:24]=[N:23]1.CC([O-])=O.[K+].C(Cl)Cl, predict the reaction product. (2) The product is: [C:2]([CH2:4][NH:5][C:6]([C@@H:8]1[CH2:12][C@@H:11]([S:13]([C:16]2[CH:21]=[CH:20][CH:19]=[CH:18][C:17]=2[C:22]([F:25])([F:23])[F:24])(=[O:15])=[O:14])[CH2:10][N:9]1[C:26]([C:27]1[CH:32]=[CH:31][N:30]=[CH:29][CH:28]=1)=[O:33])=[O:7])#[N:3]. Given the reactants Cl.[C:2]([CH2:4][NH:5][C:6]([C@@H:8]1[CH2:12][C@@H:11]([S:13]([C:16]2[CH:21]=[CH:20][CH:19]=[CH:18][C:17]=2[C:22]([F:25])([F:24])[F:23])(=[O:15])=[O:14])[CH2:10][NH:9]1)=[O:7])#[N:3].[C:26](O)(=[O:33])[C:27]1[CH:32]=[CH:31][N:30]=[CH:29][CH:28]=1, predict the reaction product.